Dataset: Full USPTO retrosynthesis dataset with 1.9M reactions from patents (1976-2016). Task: Predict the reactants needed to synthesize the given product. (1) The reactants are: [CH3:1][N:2]([CH:22]1[CH2:27][CH2:26][NH:25][CH2:24][CH2:23]1)[CH2:3][C:4]1[CH:9]=[CH:8][N:7]=[C:6]([C:10]2[CH:15]=[C:14]([O:16][CH3:17])[C:13]([O:18][CH3:19])=[C:12]([O:20][CH3:21])[CH:11]=2)[CH:5]=1.[Cl:28][CH2:29][C:30]1[CH:35]=[CH:34][N:33]=[C:32]([C:36]2[CH:41]=[C:40]([O:42][CH3:43])[C:39]([O:44][CH3:45])=[C:38]([O:46][CH3:47])[CH:37]=2)[CH:31]=1. Given the product [ClH:28].[ClH:28].[ClH:28].[ClH:28].[CH3:1][N:2]([CH:22]1[CH2:27][CH2:26][N:25]([CH2:29][C:30]2[CH:35]=[CH:34][N:33]=[C:32]([C:36]3[CH:41]=[C:40]([O:42][CH3:43])[C:39]([O:44][CH3:45])=[C:38]([O:46][CH3:47])[CH:37]=3)[CH:31]=2)[CH2:24][CH2:23]1)[CH2:3][C:4]1[CH:9]=[CH:8][N:7]=[C:6]([C:10]2[CH:11]=[C:12]([O:20][CH3:21])[C:13]([O:18][CH3:19])=[C:14]([O:16][CH3:17])[CH:15]=2)[CH:5]=1, predict the reactants needed to synthesize it. (2) Given the product [CH3:1][N:2]([C:20]1[CH:21]=[CH:22][CH:23]=[CH:24][N:25]=1)[CH2:3][CH2:4][O:5][C:6]1[CH:11]=[CH:10][C:9]([CH2:12][CH:13]2[S:19][C:17](=[O:18])[NH:16][C:14]2=[O:15])=[CH:8][CH:7]=1.[CH:27](/[C:26]([OH:33])=[O:32])=[CH:28]/[C:29]([OH:31])=[O:30], predict the reactants needed to synthesize it. The reactants are: [CH3:1][N:2]([C:20]1[CH:21]=[CH:22][CH:23]=[CH:24][N:25]=1)[CH2:3][CH2:4][O:5][C:6]1[CH:7]=[CH:8][C:9]([CH2:12][CH:13]2[S:19][C:17](=[O:18])[NH:16][C:14]2=[O:15])=[CH:10][CH:11]=1.[C:26]([OH:33])(=[O:32])/[CH:27]=[CH:28]\[C:29]([OH:31])=[O:30]. (3) Given the product [OH:29][C:23]([C:25]([F:28])([F:27])[F:26])=[O:24].[NH2:7][C@@H:8]([CH2:15][C:16]1[CH:21]=[CH:20][CH:19]=[CH:18][CH:17]=1)[C:9]([C@@:11]1([CH3:14])[CH2:13][O:12]1)=[O:10], predict the reactants needed to synthesize it. The reactants are: C(OC(=O)[NH:7][C@@H:8]([CH2:15][C:16]1[CH:21]=[CH:20][CH:19]=[CH:18][CH:17]=1)[C:9]([C@@:11]1([CH3:14])[CH2:13][O:12]1)=[O:10])(C)(C)C.[C:23]([OH:29])([C:25]([F:28])([F:27])[F:26])=[O:24].